Task: Predict the reactants needed to synthesize the given product.. Dataset: Full USPTO retrosynthesis dataset with 1.9M reactions from patents (1976-2016) (1) Given the product [N:6]1[CH:11]=[CH:10][CH:9]=[CH:8][C:7]=1[C:12]1[CH:19]=[CH:18][C:15]([CH:16]=[N:2][OH:3])=[CH:14][CH:13]=1, predict the reactants needed to synthesize it. The reactants are: Cl.[NH2:2][OH:3].[OH-].[Na+].[N:6]1[CH:11]=[CH:10][CH:9]=[CH:8][C:7]=1[C:12]1[CH:19]=[CH:18][C:15]([CH:16]=O)=[CH:14][CH:13]=1. (2) Given the product [CH3:41][O:40][C:37]1[N:36]=[CH:35][C:34]([NH:33][C:16]2[C:15]([C:13]3[N:12]=[C:11]([CH3:42])[N:10]=[C:9]([NH2:8])[N:14]=3)=[CH:20][C:19]([CH:21]([C:23]3[CH:28]=[CH:27][C:26]([S:29]([CH3:32])(=[O:30])=[O:31])=[CH:25][CH:24]=3)[CH3:22])=[CH:18][N:17]=2)=[CH:39][CH:38]=1, predict the reactants needed to synthesize it. The reactants are: COC1C=CC(C[N:8](CC2C=CC(OC)=CC=2)[C:9]2[N:14]=[C:13]([C:15]3[C:16]([NH:33][C:34]4[CH:35]=[N:36][C:37]([O:40][CH3:41])=[CH:38][CH:39]=4)=[N:17][CH:18]=[C:19]([CH:21]([C:23]4[CH:28]=[CH:27][C:26]([S:29]([CH3:32])(=[O:31])=[O:30])=[CH:25][CH:24]=4)[CH3:22])[CH:20]=3)[N:12]=[C:11]([CH3:42])[N:10]=2)=CC=1.